This data is from NCI-60 drug combinations with 297,098 pairs across 59 cell lines. The task is: Regression. Given two drug SMILES strings and cell line genomic features, predict the synergy score measuring deviation from expected non-interaction effect. (1) Drug 1: CC12CCC(CC1=CCC3C2CCC4(C3CC=C4C5=CN=CC=C5)C)O. Drug 2: C1=NC2=C(N=C(N=C2N1C3C(C(C(O3)CO)O)O)F)N. Cell line: DU-145. Synergy scores: CSS=-3.83, Synergy_ZIP=-1.42, Synergy_Bliss=-5.51, Synergy_Loewe=-7.58, Synergy_HSA=-7.45. (2) Drug 1: CC12CCC3C(C1CCC2=O)CC(=C)C4=CC(=O)C=CC34C. Drug 2: CC1OCC2C(O1)C(C(C(O2)OC3C4COC(=O)C4C(C5=CC6=C(C=C35)OCO6)C7=CC(=C(C(=C7)OC)O)OC)O)O. Cell line: COLO 205. Synergy scores: CSS=79.0, Synergy_ZIP=7.81, Synergy_Bliss=7.01, Synergy_Loewe=4.18, Synergy_HSA=8.10. (3) Drug 1: CC1CCC2CC(C(=CC=CC=CC(CC(C(=O)C(C(C(=CC(C(=O)CC(OC(=O)C3CCCCN3C(=O)C(=O)C1(O2)O)C(C)CC4CCC(C(C4)OC)OCCO)C)C)O)OC)C)C)C)OC. Drug 2: B(C(CC(C)C)NC(=O)C(CC1=CC=CC=C1)NC(=O)C2=NC=CN=C2)(O)O. Cell line: HOP-92. Synergy scores: CSS=43.0, Synergy_ZIP=0.967, Synergy_Bliss=-3.35, Synergy_Loewe=-12.0, Synergy_HSA=-10.8. (4) Drug 1: C1=NC2=C(N1)C(=S)N=C(N2)N. Drug 2: C1=CN(C=N1)CC(O)(P(=O)(O)O)P(=O)(O)O. Cell line: NCIH23. Synergy scores: CSS=43.8, Synergy_ZIP=2.59, Synergy_Bliss=5.01, Synergy_Loewe=-0.519, Synergy_HSA=6.92. (5) Drug 1: C1CC(C1)(C(=O)O)C(=O)O.[NH2-].[NH2-].[Pt+2]. Drug 2: C1CN(P(=O)(OC1)NCCCl)CCCl. Cell line: LOX IMVI. Synergy scores: CSS=9.56, Synergy_ZIP=-3.62, Synergy_Bliss=0.505, Synergy_Loewe=-13.8, Synergy_HSA=-5.17. (6) Drug 1: CC(C1=C(C=CC(=C1Cl)F)Cl)OC2=C(N=CC(=C2)C3=CN(N=C3)C4CCNCC4)N. Drug 2: CC1C(C(CC(O1)OC2CC(OC(C2O)C)OC3=CC4=CC5=C(C(=O)C(C(C5)C(C(=O)C(C(C)O)O)OC)OC6CC(C(C(O6)C)O)OC7CC(C(C(O7)C)O)OC8CC(C(C(O8)C)O)(C)O)C(=C4C(=C3C)O)O)O)O. Cell line: MOLT-4. Synergy scores: CSS=43.8, Synergy_ZIP=19.0, Synergy_Bliss=20.2, Synergy_Loewe=17.1, Synergy_HSA=19.0. (7) Drug 1: CC1=C(C=C(C=C1)NC2=NC=CC(=N2)N(C)C3=CC4=NN(C(=C4C=C3)C)C)S(=O)(=O)N.Cl. Drug 2: CC1=C(C=C(C=C1)NC(=O)C2=CC=C(C=C2)CN3CCN(CC3)C)NC4=NC=CC(=N4)C5=CN=CC=C5. Cell line: HOP-92. Synergy scores: CSS=0.859, Synergy_ZIP=-1.67, Synergy_Bliss=-5.19, Synergy_Loewe=-4.48, Synergy_HSA=-4.54. (8) Drug 1: C1=CC=C(C=C1)NC(=O)CCCCCCC(=O)NO. Drug 2: CC1CCC2CC(C(=CC=CC=CC(CC(C(=O)C(C(C(=CC(C(=O)CC(OC(=O)C3CCCCN3C(=O)C(=O)C1(O2)O)C(C)CC4CCC(C(C4)OC)OP(=O)(C)C)C)C)O)OC)C)C)C)OC. Cell line: T-47D. Synergy scores: CSS=60.8, Synergy_ZIP=8.48, Synergy_Bliss=9.34, Synergy_Loewe=8.92, Synergy_HSA=10.8.